Predict the reactants needed to synthesize the given product. From a dataset of Full USPTO retrosynthesis dataset with 1.9M reactions from patents (1976-2016). (1) Given the product [Br:1][C:2]1[CH:3]=[N:4][CH:5]=[C:6]([Br:9])[C:7]=1[Cl:11], predict the reactants needed to synthesize it. The reactants are: [Br:1][CH:2]1[C:7](=O)[C:6]([Br:9])=[CH:5][N:4]=[CH:3]1.P(Cl)(Cl)(Cl)(Cl)[Cl:11]. (2) Given the product [Cl:20][C:17]([F:19])([F:18])[O:16][C:13]1[CH:14]=[CH:15][C:10]([NH:9][C:7](=[O:8])[C:6]2[CH:21]=[C:2]([C:36]3[NH:35][C:39]([C:40]#[N:41])=[CH:38][CH:37]=3)[C:3]([N:22]3[CH2:26][CH2:25][C@@H:24]([OH:27])[CH2:23]3)=[N:4][CH:5]=2)=[CH:11][CH:12]=1, predict the reactants needed to synthesize it. The reactants are: Br[C:2]1[C:3]([N:22]2[CH2:26][CH2:25][C@@H:24]([OH:27])[CH2:23]2)=[N:4][CH:5]=[C:6]([CH:21]=1)[C:7]([NH:9][C:10]1[CH:15]=[CH:14][C:13]([O:16][C:17]([Cl:20])([F:19])[F:18])=[CH:12][CH:11]=1)=[O:8].C(OC([N:35]1[C:39]([C:40]#[N:41])=[CH:38][CH:37]=[C:36]1B(O)O)=O)(C)(C)C.